This data is from Full USPTO retrosynthesis dataset with 1.9M reactions from patents (1976-2016). The task is: Predict the reactants needed to synthesize the given product. Given the product [O:1]1[C:5]2[CH:6]=[CH:7][C:8]([C:10]3([C:13]([NH:26][C:23]4[CH:24]=[N:25][C:20]([O:19][C:18]5[CH:27]=[CH:28][CH:29]=[C:30]([CH3:31])[C:17]=5[CH3:16])=[CH:21][CH:22]=4)=[O:14])[CH2:12][CH2:11]3)=[CH:9][C:4]=2[O:3][CH2:2]1, predict the reactants needed to synthesize it. The reactants are: [O:1]1[C:5]2[CH:6]=[CH:7][C:8]([C:10]3([C:13](Cl)=[O:14])[CH2:12][CH2:11]3)=[CH:9][C:4]=2[O:3][CH2:2]1.[CH3:16][C:17]1[C:30]([CH3:31])=[CH:29][CH:28]=[CH:27][C:18]=1[O:19][C:20]1[N:25]=[CH:24][C:23]([NH2:26])=[CH:22][CH:21]=1.